From a dataset of Forward reaction prediction with 1.9M reactions from USPTO patents (1976-2016). Predict the product of the given reaction. (1) The product is: [CH3:1][O:2][C:3]1[CH:8]=[C:7]([O:9][CH3:10])[N:6]=[C:5]([N:11]2[CH2:18][CH:17]3[CH:13]([CH2:14][N:15]([C:26]([C:25]4[CH:29]=[CH:30][CH:31]=[CH:32][C:24]=4[N:19]4[CH:23]=[CH:22][CH:21]=[N:20]4)=[O:27])[CH2:16]3)[CH2:12]2)[N:4]=1. Given the reactants [CH3:1][O:2][C:3]1[CH:8]=[C:7]([O:9][CH3:10])[N:6]=[C:5]([N:11]2[CH2:18][CH:17]3[CH:13]([CH2:14][NH:15][CH2:16]3)[CH2:12]2)[N:4]=1.[N:19]1([C:24]2[CH:32]=[CH:31][CH:30]=[CH:29][C:25]=2[C:26](O)=[O:27])[CH:23]=[CH:22][CH:21]=[N:20]1, predict the reaction product. (2) Given the reactants [C:1]([O:5][C:6](=[O:36])[N:7]([CH2:25][C:26]1[CH:31]=[CH:30][C:29]([O:32][CH3:33])=[CH:28][C:27]=1[O:34][CH3:35])[C:8]1[CH:9]=[CH:10][C:11]2[N:12]([C:19]3[CH:24]=[CH:23][CH:22]=[CH:21][CH:20]=3)[C:13](=[O:18])[NH:14][CH2:15][C:16]=2[N:17]=1)([CH3:4])([CH3:3])[CH3:2].[Cl:37][C:38]1[CH:43]=[CH:42][C:41]([F:44])=[C:40](I)[CH:39]=1, predict the reaction product. The product is: [C:1]([O:5][C:6](=[O:36])[N:7]([C:8]1[CH:9]=[CH:10][C:11]2[N:12]([C:19]3[CH:24]=[CH:23][CH:22]=[CH:21][CH:20]=3)[C:13](=[O:18])[N:14]([C:42]3[CH:43]=[C:38]([Cl:37])[CH:39]=[CH:40][C:41]=3[F:44])[CH2:15][C:16]=2[N:17]=1)[CH2:25][C:26]1[CH:31]=[CH:30][C:29]([O:32][CH3:33])=[CH:28][C:27]=1[O:34][CH3:35])([CH3:4])([CH3:3])[CH3:2]. (3) Given the reactants O.O.[O:3]=[C:4]1[C:12](=[O:13])[C:11]2[C:6](=[CH:7][CH:8]=[C:9]([S:14]([O-:17])(=O)=[O:15])[CH:10]=2)[NH:5]1.[Na+].O=P(Cl)(Cl)[Cl:21].S1(CCCC1)(=O)=O, predict the reaction product. The product is: [O:3]=[C:4]1[C:12](=[O:13])[C:11]2[C:6](=[CH:7][CH:8]=[C:9]([S:14]([Cl:21])(=[O:17])=[O:15])[CH:10]=2)[NH:5]1. (4) Given the reactants [NH2:1][CH2:2][CH:3]([OH:28])[CH2:4][C:5]1[CH:10]=[CH:9][C:8]([C:11]2[N:15]=[C:14]([C:16]3[S:17][C:18]([CH2:22][N:23]([CH2:26][CH3:27])[CH2:24][CH3:25])=[C:19]([CH3:21])[CH:20]=3)[O:13][N:12]=2)=[CH:7][CH:6]=1.[CH3:29][N:30]([CH3:35])[S:31](Cl)(=[O:33])=[O:32], predict the reaction product. The product is: [CH3:29][N:30]([CH3:35])[S:31](=[O:33])(=[O:32])[NH:1][CH2:2][CH:3]([OH:28])[CH2:4][C:5]1[CH:10]=[CH:9][C:8]([C:11]2[N:15]=[C:14]([C:16]3[S:17][C:18]([CH2:22][N:23]([CH2:24][CH3:25])[CH2:26][CH3:27])=[C:19]([CH3:21])[CH:20]=3)[O:13][N:12]=2)=[CH:7][CH:6]=1. (5) Given the reactants Cl[C:2]1[CH:18]=[CH:17][C:5]([C:6]([NH:8][C:9]2[CH:14]=[C:13]([I:15])[CH:12]=[C:11]([F:16])[CH:10]=2)=[O:7])=[CH:4][N:3]=1.[CH2:19]([O:21][C:22](=[O:35])[C:23]1[CH:28]=[CH:27][C:26]([N:29]2[CH2:34][CH2:33][NH:32][CH2:31][CH2:30]2)=[CH:25][CH:24]=1)[CH3:20].C(OC(=O)C1C=CC(N2CCN(C3C=CC(C(=O)NC4C=CC(C)=C(I)C=4)=CN=3)CC2)=CC=1)C, predict the reaction product. The product is: [CH2:19]([O:21][C:22](=[O:35])[C:23]1[CH:24]=[CH:25][C:26]([N:29]2[CH2:30][CH2:31][N:32]([C:2]3[CH:18]=[CH:17][C:5]([C:6](=[O:7])[NH:8][C:9]4[CH:14]=[C:13]([I:15])[CH:12]=[C:11]([F:16])[CH:10]=4)=[CH:4][N:3]=3)[CH2:33][CH2:34]2)=[CH:27][CH:28]=1)[CH3:20]. (6) Given the reactants [Br:1][C:2]1[CH:3]=[C:4](I)[CH:5]=[CH:6][CH:7]=1.[CH:9]1([C:12]2[CH:17]=[C:16]([C:18]#[CH:19])[CH:15]=[CH:14][C:13]=2[O:20][CH:21]([F:23])[F:22])[CH2:11][CH2:10]1, predict the reaction product. The product is: [Br:1][C:2]1[CH:3]=[C:4]([C:19]#[C:18][C:16]2[CH:15]=[CH:14][C:13]([O:20][CH:21]([F:23])[F:22])=[C:12]([CH:9]3[CH2:11][CH2:10]3)[CH:17]=2)[CH:5]=[CH:6][CH:7]=1. (7) Given the reactants [F:1][C:2]1[CH:7]=[C:6]([F:8])[CH:5]=[CH:4][C:3]=1[C:9]#[C:10][C:11]1[CH:12]=[CH:13][C:14]2[N:15]([C:17]([CH:20]([CH3:22])[CH3:21])=[N:18][N:19]=2)[N:16]=1.[N-:23]=[N+:24]=[N-:25].[Na+], predict the reaction product. The product is: [F:1][C:2]1[CH:7]=[C:6]([F:8])[CH:5]=[CH:4][C:3]=1[C:9]1[N:23]=[N:24][NH:25][C:10]=1[C:11]1[CH:12]=[CH:13][C:14]2[N:15]([C:17]([CH:20]([CH3:22])[CH3:21])=[N:18][N:19]=2)[N:16]=1.